This data is from Forward reaction prediction with 1.9M reactions from USPTO patents (1976-2016). The task is: Predict the product of the given reaction. (1) Given the reactants C[O:2][C:3](=O)[C:4](=[CH:10][C:11]1[CH:16]=[CH:15][C:14]([C:17]([O:19][C:20]([CH3:23])([CH3:22])[CH3:21])=[O:18])=[CH:13][C:12]=1[N+:24]([O-])=O)[CH2:5][C:6]([O:8][CH3:9])=[O:7], predict the reaction product. The product is: [C:20]([O:19][C:17]([C:14]1[CH:13]=[C:12]2[C:11]([CH2:10][CH:4]([CH2:5][C:6]([O:8][CH3:9])=[O:7])[C:3](=[O:2])[NH:24]2)=[CH:16][CH:15]=1)=[O:18])([CH3:23])([CH3:22])[CH3:21]. (2) Given the reactants C([O:4][C:5]1[CH:10]=[CH:9][C:8]([S:11]([N:14]([CH2:24][C:25]2[CH:34]=[CH:33][C:28]([C:29]([O:31]C)=[O:30])=[CH:27][CH:26]=2)[CH2:15][C:16]2[CH:21]=[CH:20][CH:19]=[CH:18][C:17]=2[O:22][CH3:23])(=[O:13])=[O:12])=[CH:7][CH:6]=1)(=O)C.[OH-].[Na+], predict the reaction product. The product is: [OH:4][C:5]1[CH:6]=[CH:7][C:8]([S:11]([N:14]([CH2:24][C:25]2[CH:26]=[CH:27][C:28]([C:29]([OH:31])=[O:30])=[CH:33][CH:34]=2)[CH2:15][C:16]2[CH:21]=[CH:20][CH:19]=[CH:18][C:17]=2[O:22][CH3:23])(=[O:12])=[O:13])=[CH:9][CH:10]=1. (3) Given the reactants [NH:1]([C:5]1[CH:32]=[CH:31][C:8]([C:9](=[O:30])[CH2:10][N:11]2[C:15]3[CH:16]=[CH:17][CH:18]=[CH:19][C:14]=3[N:13]=[C:12]2[C:20]2[C:21]([NH:25][CH2:26][CH2:27]C#N)=[N:22][O:23][N:24]=2)=[CH:7][CH:6]=1)C(C)=O.[C:33](=[O:36])(O)[O-:34].[Na+], predict the reaction product. The product is: [NH2:1][C:5]1[CH:32]=[CH:31][C:8]([C:9](=[O:30])[CH2:10][N:11]2[C:15]3[CH:16]=[CH:17][CH:18]=[CH:19][C:14]=3[N:13]=[C:12]2[C:20]2[C:21]([NH:25][CH2:26][CH2:27][C:33]([OH:34])=[O:36])=[N:22][O:23][N:24]=2)=[CH:7][CH:6]=1. (4) Given the reactants [OH:1][CH:2]1[CH2:7][CH2:6][N:5]([C:8]2[CH:9]=[C:10]3[C:15](=[C:16]([C:18]4[CH:19]=[C:20]([CH:23]=[CH:24][CH:25]=4)[C:21]#[N:22])[N:17]=2)[N:14]=[CH:13][CH:12]=[CH:11]3)[CH2:4][CH2:3]1.[OH-].[Na+].Br[CH2:29][C:30]([O:32][C:33]([CH3:36])([CH3:35])[CH3:34])=[O:31].O, predict the reaction product. The product is: [C:33]([O:32][C:30](=[O:31])[CH2:29][O:1][CH:2]1[CH2:7][CH2:6][N:5]([C:8]2[CH:9]=[C:10]3[C:15](=[C:16]([C:18]4[CH:25]=[CH:24][CH:23]=[C:20]([C:21]#[N:22])[CH:19]=4)[N:17]=2)[N:14]=[CH:13][CH:12]=[CH:11]3)[CH2:4][CH2:3]1)([CH3:36])([CH3:35])[CH3:34]. (5) Given the reactants [NH2:1][C:2]1[CH:3]=[C:4]([CH:21]=[CH:22][CH:23]=1)[O:5][C:6]1[CH:7]=[CH:8][C:9]2[N:10]([CH:12]=[C:13]([NH:15][C:16]([CH:18]3[CH2:20][CH2:19]3)=[O:17])[N:14]=2)[N:11]=1.[C:24]([C:26]([C:29]1[CH:30]=[C:31]([CH:35]=[CH:36][CH:37]=1)[C:32](O)=[O:33])([CH3:28])[CH3:27])#[N:25].Cl.CN(C)CCCN=C=NCC.ON1C2C=CC=CC=2N=N1, predict the reaction product. The product is: [C:24]([C:26]([C:29]1[CH:30]=[C:31]([CH:35]=[CH:36][CH:37]=1)[C:32]([NH:1][C:2]1[CH:23]=[CH:22][CH:21]=[C:4]([O:5][C:6]2[CH:7]=[CH:8][C:9]3[N:10]([CH:12]=[C:13]([NH:15][C:16]([CH:18]4[CH2:20][CH2:19]4)=[O:17])[N:14]=3)[N:11]=2)[CH:3]=1)=[O:33])([CH3:28])[CH3:27])#[N:25].